Dataset: Full USPTO retrosynthesis dataset with 1.9M reactions from patents (1976-2016). Task: Predict the reactants needed to synthesize the given product. Given the product [CH2:7]([O:14][C:15]1[CH:16]=[C:17]([CH:31]=[CH:32][CH:33]=1)[C:18]([NH:20][C:21]1[CH:26]=[CH:25][CH:24]=[CH:23][C:22]=1[S:27]([NH:30][C:40]([CH:34]1[CH2:39][CH2:38][CH2:37][CH2:36][CH2:35]1)=[O:41])(=[O:29])=[O:28])=[O:19])[C:8]1[CH:9]=[CH:10][CH:11]=[CH:12][CH:13]=1, predict the reactants needed to synthesize it. The reactants are: CC(C)([O-])C.[K+].[CH2:7]([O:14][C:15]1[CH:16]=[C:17]([CH:31]=[CH:32][CH:33]=1)[C:18]([NH:20][C:21]1[CH:26]=[CH:25][CH:24]=[CH:23][C:22]=1[S:27]([NH2:30])(=[O:29])=[O:28])=[O:19])[C:8]1[CH:13]=[CH:12][CH:11]=[CH:10][CH:9]=1.[CH:34]1([C:40](Cl)=[O:41])[CH2:39][CH2:38][CH2:37][CH2:36][CH2:35]1.[Cl-].[NH4+].